Dataset: CYP1A2 inhibition data for predicting drug metabolism from PubChem BioAssay. Task: Regression/Classification. Given a drug SMILES string, predict its absorption, distribution, metabolism, or excretion properties. Task type varies by dataset: regression for continuous measurements (e.g., permeability, clearance, half-life) or binary classification for categorical outcomes (e.g., BBB penetration, CYP inhibition). Dataset: cyp1a2_veith. (1) The drug is CCOC(=O)CSC1=C(C#N)C(C)C2=C(CCCC2=O)N1. The result is 1 (inhibitor). (2) The drug is CCn1c(SCc2cccc(C)c2)nnc1-c1ccccc1. The result is 1 (inhibitor).